This data is from Forward reaction prediction with 1.9M reactions from USPTO patents (1976-2016). The task is: Predict the product of the given reaction. The product is: [Cl:1][C:2]1[C:3]([O:13][CH2:14][C:15]2[CH:16]=[CH:17][C:18]([O:21][CH3:22])=[CH:19][CH:20]=2)=[CH:4][C:5]([O:12][CH2:26][C@@H:24]2[CH2:25][O:23]2)=[C:6]([CH:11]=1)[C:7]([O:9][CH3:10])=[O:8]. Given the reactants [Cl:1][C:2]1[C:3]([O:13][CH2:14][C:15]2[CH:20]=[CH:19][C:18]([O:21][CH3:22])=[CH:17][CH:16]=2)=[CH:4][C:5]([OH:12])=[C:6]([CH:11]=1)[C:7]([O:9][CH3:10])=[O:8].[O:23]1[CH2:25][C@H:24]1[CH2:26]OS(C1C=CC=C([N+]([O-])=O)C=1)(=O)=O.C([O-])([O-])=O.[Cs+].[Cs+].CCOC(C)=O, predict the reaction product.